This data is from Catalyst prediction with 721,799 reactions and 888 catalyst types from USPTO. The task is: Predict which catalyst facilitates the given reaction. (1) Reactant: [Cl:1][C:2]1[CH:3]=[CH:4][C:5]2[N:11]3[CH:12]=[CH:13][CH:14]=[C:10]3[C@@H:9]([CH2:15][CH2:16][N:17]3[N:21]=[N:20][C:19]([CH2:22][C:23]([O:25][CH2:26][CH3:27])=[O:24])=[N:18]3)[O:8][C@H:7]([C:28]3[CH:33]=[CH:32][CH:31]=[C:30]([O:34][CH3:35])[C:29]=3[O:36][CH3:37])[C:6]=2[CH:38]=1.[Cl:39]N1C(=O)CCC1=O.O. Product: [Cl:39][C:12]1[N:11]2[C:5]3[CH:4]=[CH:3][C:2]([Cl:1])=[CH:38][C:6]=3[C@@H:7]([C:28]3[CH:33]=[CH:32][CH:31]=[C:30]([O:34][CH3:35])[C:29]=3[O:36][CH3:37])[O:8][C@H:9]([CH2:15][CH2:16][N:17]3[N:21]=[N:20][C:19]([CH2:22][C:23]([O:25][CH2:26][CH3:27])=[O:24])=[N:18]3)[C:10]2=[CH:14][CH:13]=1. The catalyst class is: 7. (2) Reactant: [OH:1][C:2]1[N:7]=[C:6]([NH:8][C:9](=[O:13])[CH:10]([CH3:12])[CH3:11])[N:5]=[C:4]2[NH:14][N:15]=[C:16]([CH2:17][C:18]([O:20]C)=[O:19])[C:3]=12.[OH-].[Na+]. Product: [OH:1][C:2]1[N:7]=[C:6]([NH:8][C:9](=[O:13])[CH:10]([CH3:12])[CH3:11])[N:5]=[C:4]2[NH:14][N:15]=[C:16]([CH2:17][C:18]([OH:20])=[O:19])[C:3]=12. The catalyst class is: 6.